This data is from NCI-60 drug combinations with 297,098 pairs across 59 cell lines. The task is: Regression. Given two drug SMILES strings and cell line genomic features, predict the synergy score measuring deviation from expected non-interaction effect. (1) Drug 1: CC1=C(C=C(C=C1)NC2=NC=CC(=N2)N(C)C3=CC4=NN(C(=C4C=C3)C)C)S(=O)(=O)N.Cl. Drug 2: CS(=O)(=O)CCNCC1=CC=C(O1)C2=CC3=C(C=C2)N=CN=C3NC4=CC(=C(C=C4)OCC5=CC(=CC=C5)F)Cl. Cell line: MALME-3M. Synergy scores: CSS=6.28, Synergy_ZIP=1.44, Synergy_Bliss=-0.0577, Synergy_Loewe=-3.75, Synergy_HSA=-3.38. (2) Drug 1: CCC1(CC2CC(C3=C(CCN(C2)C1)C4=CC=CC=C4N3)(C5=C(C=C6C(=C5)C78CCN9C7C(C=CC9)(C(C(C8N6C=O)(C(=O)OC)O)OC(=O)C)CC)OC)C(=O)OC)O.OS(=O)(=O)O. Drug 2: C1=NC2=C(N=C(N=C2N1C3C(C(C(O3)CO)O)O)F)N. Cell line: SNB-75. Synergy scores: CSS=23.7, Synergy_ZIP=-1.87, Synergy_Bliss=1.91, Synergy_Loewe=-62.1, Synergy_HSA=2.63. (3) Drug 1: CS(=O)(=O)CCNCC1=CC=C(O1)C2=CC3=C(C=C2)N=CN=C3NC4=CC(=C(C=C4)OCC5=CC(=CC=C5)F)Cl. Drug 2: C(CN)CNCCSP(=O)(O)O. Cell line: SK-MEL-5. Synergy scores: CSS=8.56, Synergy_ZIP=-3.73, Synergy_Bliss=-2.63, Synergy_Loewe=2.30, Synergy_HSA=-2.31.